Task: Regression. Given a peptide amino acid sequence and an MHC pseudo amino acid sequence, predict their binding affinity value. This is MHC class I binding data.. Dataset: Peptide-MHC class I binding affinity with 185,985 pairs from IEDB/IMGT (1) The peptide sequence is APAPAAPTP. The MHC is HLA-B51:01 with pseudo-sequence HLA-B51:01. The binding affinity (normalized) is 0.0847. (2) The peptide sequence is ALDLSHFLK. The MHC is HLA-B35:01 with pseudo-sequence HLA-B35:01. The binding affinity (normalized) is 0. (3) The peptide sequence is AKYEICLEK. The MHC is HLA-B57:01 with pseudo-sequence HLA-B57:01. The binding affinity (normalized) is 0.0847. (4) The peptide sequence is LILSCIFAFI. The MHC is H-2-Dd with pseudo-sequence H-2-Dd. The binding affinity (normalized) is 0. (5) The MHC is HLA-A03:01 with pseudo-sequence HLA-A03:01. The binding affinity (normalized) is 0. The peptide sequence is DEHLRGFSM. (6) The peptide sequence is GIGTFLHYK. The MHC is HLA-A68:01 with pseudo-sequence HLA-A68:01. The binding affinity (normalized) is 0.706. (7) The peptide sequence is TTAQGTSMYP. The MHC is HLA-A68:01 with pseudo-sequence HLA-A68:01. The binding affinity (normalized) is 0.398. (8) The peptide sequence is DIISSKQYPA. The MHC is HLA-A02:02 with pseudo-sequence HLA-A02:02. The binding affinity (normalized) is 0.416. (9) The peptide sequence is FIYFGKKQY. The MHC is HLA-B08:02 with pseudo-sequence HLA-B08:02. The binding affinity (normalized) is 0.0847.